From a dataset of Experimentally validated miRNA-target interactions with 360,000+ pairs, plus equal number of negative samples. Binary Classification. Given a miRNA mature sequence and a target amino acid sequence, predict their likelihood of interaction. (1) The miRNA is hsa-miR-3127-3p with sequence UCCCCUUCUGCAGGCCUGCUGG. The protein sequence of the target gene is MGCFFSKRRKADKESRPENEEERPKQYSWDQREKVDPKDYMFSGLKDETVGRLPGTVAGQQFLIQDCENCNIYIFDHSATVTIDDCTNCIIFLGPVKGSVFFRNCRDCKCTLACQQFRVRDCRKLEVFLCCATQPIIESSSNIKFGCFQWYYPELAFQFKDAGLSIFNNTWSNIHDFTPVSGELNWSLLPEDAVVQDYVPIPTTEELKAVRVSTEANRSIVPISRGQRQKSSDESCLVVLFAGDYTIANARKLIDEMVGKGFFLVQTKEVSMKAEDAQRVFREKAPDFLPLLNKGPVIAL.... Result: 0 (no interaction). (2) The miRNA is hsa-miR-6760-5p with sequence CAGGGAGAAGGUGGAAGUGCAGA. The protein sequence of the target gene is MAGSLPPCVVDCGTGYTKLGYAGNTEPQFIIPSCIAIRESAKVVDQAQRRVLRGVDDLDFFIGDEAIDKPTYATKWPIRHGIIEDWDLMERFMEQVVFKYLRAEPEDHYFLMTEPPLNTPENREYLAEIMFESFNVPGLYIAVQAVLALAASWTSRQVGERTLTGIVIDSGDGVTHVIPVAEGYVIGSCIKHIPIAGRDITYFIQQLLREREVGIPPEQSLETAKAIKEKYCYICPDIVKEFAKYDVDPRKWIKQYTGINAINQKKFVIDVGYERFLGPEIFFHPEFANPDFMESISDVV.... Result: 1 (interaction). (3) The miRNA is hsa-miR-15a-3p with sequence CAGGCCAUAUUGUGCUGCCUCA. The protein sequence of the target gene is MSVYFPIHCSDYLRSAEMTEVMMNAPSMEEIGLSPRKDGLSYQIFPDPSDFDRCCKLKDRLPSIVVEPTEGEVESGELRWPPEEFLVQEDEQDNCEETTNEKKDQ. Result: 0 (no interaction). (4) The miRNA is hsa-miR-8055 with sequence CUUUGAGCACAUGAGCAGACGGA. The protein sequence of the target gene is MFLPHMNHLTLEQTFFSQVLPKTVKLFDDMMYELTSQARGLSSQNLEIQTTLRNILQTMVQLLGALTGCVQHICATQESIILENIQSLPSSVLHIIKSTFVHCKNSESVYSGCLHLVSDLLQALFKEAYSLQKQLMELLDMVCMDPLVDDNDDILNMVIVIHSLLDICSVISSMDHAFHANTWKFIIKQSLKHQSIIKSQLKHKDIITSLCEDILFSFHSCLQLAEQMTQSDAQDNADYRLFQKTLKLCRFFANSLLHYAKEFLPFLSDSCCTLHQLYLQIHSKFPPSLYATRISKAHQE.... Result: 0 (no interaction). (5) Result: 0 (no interaction). The miRNA is cel-miR-2-3p with sequence UAUCACAGCCAGCUUUGAUGUGC. The protein sequence of the target gene is MEPSPDAEEAHTVREALGRYEAALEGAVRALHEDMQGLQRGVERRVAEALRLAGPLARTVAELQRDNQRLQAQLERLTRQVEALGLATGVSPAPGTPSPPPAATVTDRAPRLGTARFSSHATFSLSGRSPSVEHDEASDLEVRRASNSCILENGHQLDAGPANGSSEVQTSSAQEPPRPRPVSLSLRMPHQPVTAVTRVSEKFSGETSASALSPTSAAIVGGFTPSPSEAISPWTPSPTEKSSSFTRSLSGSGYGAVTAGKRKDSPPLVTPPQSPPSSQPPAMTQAPRQGERRRELVRSQ.... (6) The miRNA is mmu-miR-717 with sequence CUCAGACAGAGAUACCUUCUCU. The protein sequence of the target gene is MTRDDALPDSHSAQTFYENYEPKEILGRGVSSVVRRCIHKPTCQEYAVKIIDITGGGSFSSEEVQELREATLKEVDILQKVSGHPNIIQLKDTYETNTFFFLVFDLMKRGELFDYLTEKVTLTEKETRKIMRALLEVICTLHKLNIVHRDLKPENILLDDNMNIKLTDFGFSCQLQPGEKLREVCGTPSYLAPEIIQCSMDDGHPGYGKEVDMWSTGVIMYTLLAGSPPFWHRKQMLMLRMIMDGKYQFGSPEWDDYSDTVKDLVSRFLVVQPQDRCSAEEALAHPFFQEYVVEEVRHFS.... Result: 1 (interaction). (7) The miRNA is mmu-miR-1843a-5p with sequence UAUGGAGGUCUCUGUCUGACU. The protein sequence of the target gene is MADGKGDAAAVAGAGAEAPAVAGAGDGVETESMVRGHRPVSPAPGASGLRPCLWQLETELREQEVSEVSSLNYCRSFCQTLLQYASNKNASEHIVYLLEVYRLAIQSFASARPYLTTECEDVLLVLGRLVLSCFELLLSVSESELPCEVWLPFLQSLQESHDALLEFGNNNLQILVHVTKEGVWKNPVLLKILSQQPVETEEVNKLIAQEGPSFLQMRIKHLLKSNCIPQATALSKLCAESKEISNVSSFQQAYITCLCSMLPNEDAIKEIAKVDCKEVLDIICNLESEGQDNTAFVLCT.... Result: 0 (no interaction). (8) The miRNA is mmu-miR-935 with sequence CCCAGUUACCGCUUCCGCUACCGC. The protein sequence of the target gene is MFFACYCALRTNVKKYRYQDEDGPHDHSLPRLTHEVRGPELVHVSEKNLSQIENVHGYVLQSHISPLKASPAPIIVNTDTLDTIPYVNGTEIEYEFEEITLERGNSGLGFSIAGGTDNPHIGDDPGIFITKIIPGGAAAEDGRLRVNDCILRVNEVDVSEVSHSKAVEALKEAGSIVRLYVRRRRPILETVVEIKLFKGPKGLGFSIAGGVGNQHIPGDNSIYVTKIIDGGAAQKDGRLQVGDRLLMVNNYSLEEVTHEEAVAILKNTSDVVYLKVGKPTTIYMTDPYGPPDITHSYSPP.... Result: 0 (no interaction).